Task: Predict which catalyst facilitates the given reaction.. Dataset: Catalyst prediction with 721,799 reactions and 888 catalyst types from USPTO (1) Reactant: P(O)(O)(O)=O.C(OC([CH2:11][CH2:12][NH:13][CH2:14][CH:15]([C:21]1[CH:26]=[CH:25][CH:24]=[CH:23][CH:22]=1)[C:16]([O:18]CC)=O)=O)C.CC(C)([O-])C.[Na+].O.[ClH:34].C(OCC)(=O)C. Product: [ClH:34].[C:21]1([CH:15]2[C:16](=[O:18])[CH2:11][CH2:12][NH:13][CH2:14]2)[CH:22]=[CH:23][CH:24]=[CH:25][CH:26]=1. The catalyst class is: 54. (2) Reactant: C(OC(Cl)=O)C(C)C.[C:9]([O:13][C:14]([NH:16][CH:17]1[CH2:22][CH2:21][CH2:20][CH:19]([C:23]([OH:25])=O)[CH2:18]1)=[O:15])([CH3:12])([CH3:11])[CH3:10].C[N:27]1CCOCC1.N. Product: [C:9]([O:13][C:14](=[O:15])[NH:16][CH:17]1[CH2:22][CH2:21][CH2:20][CH:19]([C:23](=[O:25])[NH2:27])[CH2:18]1)([CH3:12])([CH3:11])[CH3:10]. The catalyst class is: 1.